From a dataset of Forward reaction prediction with 1.9M reactions from USPTO patents (1976-2016). Predict the product of the given reaction. (1) Given the reactants [C:1]([C:3]1[CH:8]=[CH:7][C:6]([OH:9])=[CH:5][CH:4]=1)#[N:2].[OH-].[I-:11].[K+].II, predict the reaction product. The product is: [OH:9][C:6]1[CH:7]=[CH:8][C:3]([C:1]#[N:2])=[CH:4][C:5]=1[I:11]. (2) Given the reactants [ClH:1].[Cl:2][C:3]1[CH:4]=[C:5]2[C:10](=[CH:11][CH:12]=1)[CH:9]=[C:8]([S:13]([CH2:16][CH2:17][C:18]([N:20]([CH2:34][CH2:35][NH:36]C(=O)OC(C)(C)C)[CH:21]1[CH2:26][CH2:25][N:24]([C:27]3[CH:32]=[CH:31][N:30]=[C:29]([CH3:33])[CH:28]=3)[CH2:23][CH2:22]1)=[O:19])(=[O:15])=[O:14])[CH:7]=[CH:6]2, predict the reaction product. The product is: [ClH:2].[ClH:1].[NH2:36][CH2:35][CH2:34][N:20]([CH:21]1[CH2:26][CH2:25][N:24]([C:27]2[CH:32]=[CH:31][N:30]=[C:29]([CH3:33])[CH:28]=2)[CH2:23][CH2:22]1)[C:18](=[O:19])[CH2:17][CH2:16][S:13]([C:8]1[CH:7]=[CH:6][C:5]2[C:10](=[CH:11][CH:12]=[C:3]([Cl:2])[CH:4]=2)[CH:9]=1)(=[O:15])=[O:14]. (3) Given the reactants Br[C:2]1[CH:7]=[CH:6][C:5]([NH:8][CH3:9])=[CH:4][C:3]=1[CH3:10].C1(P(C2CCCCC2)C2C=CC=CC=2C2C=CC=CC=2)CCCCC1.B([O-])[O-].[C:39]([O:43][C:44](=[O:65])[NH:45][C:46]([C:48]1[S:49][C:50]([S:63][CH3:64])=[C:51]([S:53]([C:56]2[CH:61]=[CH:60][CH:59]=[C:58](Br)[CH:57]=2)(=[O:55])=[O:54])[CH:52]=1)=[NH:47])([CH3:42])([CH3:41])[CH3:40].C([O-])([O-])=O.[Na+].[Na+], predict the reaction product. The product is: [C:39]([O:43][C:44](=[O:65])[NH:45][C:46](=[NH:47])[C:48]1[S:49][C:50]([S:63][CH3:64])=[C:51]([S:53]([C:56]2[CH:61]=[C:60]([C:2]3[CH:7]=[CH:6][C:5]([NH:8][CH3:9])=[CH:4][C:3]=3[CH3:10])[CH:59]=[CH:58][CH:57]=2)(=[O:55])=[O:54])[CH:52]=1)([CH3:42])([CH3:40])[CH3:41]. (4) Given the reactants [NH2:1][C:2]1[CH:6]=[CH:5][NH:4][N:3]=1.[Na].[C:8](OCC)(=[O:17])[CH2:9][C:10]([C:12]([O:14][CH2:15][CH3:16])=[O:13])=O.C(O)(=O)C, predict the reaction product. The product is: [CH2:15]([O:14][C:12]([C:10]1[C:6]2[CH:5]=[N:4][NH:3][C:2]=2[N:1]=[C:8]([OH:17])[CH:9]=1)=[O:13])[CH3:16].